Dataset: CYP2D6 inhibition data for predicting drug metabolism from PubChem BioAssay. Task: Regression/Classification. Given a drug SMILES string, predict its absorption, distribution, metabolism, or excretion properties. Task type varies by dataset: regression for continuous measurements (e.g., permeability, clearance, half-life) or binary classification for categorical outcomes (e.g., BBB penetration, CYP inhibition). Dataset: cyp2d6_veith. The compound is CC(=O)OCC(=O)[C@@]1(O)[C@H](C)C[C@@H]2[C@H]3CCC4=CC(=O)C=C[C@]4(C)[C@]3(F)[C@@H](O)C[C@@]21C. The result is 0 (non-inhibitor).